The task is: Predict the product of the given reaction.. This data is from Forward reaction prediction with 1.9M reactions from USPTO patents (1976-2016). (1) Given the reactants Cl.[C:2]([O:6][C:7](=[O:11])[CH2:8][CH2:9][NH2:10])([CH3:5])([CH3:4])[CH3:3].[H-].[Na+].Br[CH2:15][C:16]1[CH:17]=[CH:18][C:19]([C:23](=[O:25])[CH3:24])=[N:20][C:21]=1[Cl:22], predict the reaction product. The product is: [C:2]([O:6][C:7](=[O:11])[CH2:8][CH2:9][NH:10][CH2:15][C:16]1[C:21]([Cl:22])=[N:20][C:19]([C:23](=[O:25])[CH3:24])=[CH:18][CH:17]=1)([CH3:5])([CH3:4])[CH3:3]. (2) Given the reactants C([O:8][C:9]1[C:25]([O:26][CH3:27])=[CH:24][C:12]([CH2:13][C:14]2[C:22]3[C:17](=[N:18][CH:19]=[C:20]([Cl:23])[CH:21]=3)[NH:16][CH:15]=2)=[C:11]([F:28])[CH:10]=1)C1C=CC=CC=1.C(O)(=O)C, predict the reaction product. The product is: [Cl:23][C:20]1[CH:21]=[C:22]2[C:14]([CH2:13][C:12]3[C:11]([F:28])=[CH:10][C:9]([OH:8])=[C:25]([O:26][CH3:27])[CH:24]=3)=[CH:15][NH:16][C:17]2=[N:18][CH:19]=1. (3) Given the reactants [OH-].[Na+].[C:3]([C:6]1[S:7][CH:8]=[CH:9][CH:10]=1)(=[O:5])[CH3:4].[O:11]1[CH:15]=[CH:14][CH:13]=[C:12]1[CH:16]=O, predict the reaction product. The product is: [CH:14]1[CH:13]=[C:12](/[CH:16]=[CH:4]/[C:3]([C:6]2[S:7][CH:8]=[CH:9][CH:10]=2)=[O:5])[O:11][CH:15]=1. (4) Given the reactants [C:1]([CH:5]1[CH2:10][CH2:9][CH:8]([C:11]2[CH:16]=[CH:15][CH:14]=[CH:13][C:12]=2[N:17]2[CH2:22][CH2:21][NH:20][CH2:19][CH2:18]2)[CH2:7][CH2:6]1)([CH3:4])([CH3:3])[CH3:2].C(N(CC)CC)C.Cl[C:31]([O:33][CH2:34][CH3:35])=[O:32].C(=O)([O-])O.[Na+], predict the reaction product. The product is: [CH2:34]([O:33][C:31]([N:20]1[CH2:21][CH2:22][N:17]([C:12]2[CH:13]=[CH:14][CH:15]=[CH:16][C:11]=2[CH:8]2[CH2:7][CH2:6][CH:5]([C:1]([CH3:4])([CH3:2])[CH3:3])[CH2:10][CH2:9]2)[CH2:18][CH2:19]1)=[O:32])[CH3:35]. (5) The product is: [CH3:9][C:6]1[C:5]([NH2:10])=[CH:4][C:3]([CH2:1][CH2:2][N:17]2[CH2:18][CH2:19][N:14]([CH3:13])[CH2:15][CH2:16]2)=[CH:8][N:7]=1. Given the reactants [C:1]([C:3]1[CH:4]=[C:5]([N+:10]([O-])=O)[C:6]([CH3:9])=[N:7][CH:8]=1)#[CH:2].[CH3:13][N:14]1[CH2:19][CH2:18][NH:17][CH2:16][CH2:15]1, predict the reaction product.